Task: Predict the reactants needed to synthesize the given product.. Dataset: Full USPTO retrosynthesis dataset with 1.9M reactions from patents (1976-2016) (1) Given the product [ClH:33].[O:1]=[C:2]1[CH:11]=[CH:10][C:9]2[C:4](=[CH:5][N:6]=[CH:7][CH:8]=2)[N:3]1[CH2:12][CH2:13][CH2:14][C:15]1([C:28]([O:30][CH2:31][CH3:32])=[O:29])[CH2:20][CH2:19][NH:18][CH2:17][CH2:16]1, predict the reactants needed to synthesize it. The reactants are: [O:1]=[C:2]1[CH:11]=[CH:10][C:9]2[C:4](=[CH:5][N:6]=[CH:7][CH:8]=2)[N:3]1[CH2:12][CH2:13][CH2:14][C:15]1([C:28]([O:30][CH2:31][CH3:32])=[O:29])[CH2:20][CH2:19][N:18](C(OC(C)(C)C)=O)[CH2:17][CH2:16]1.[ClH:33].C(OCC)(=O)C. (2) Given the product [Br:1][C:2]1[CH:3]=[CH:4][C:5]([C:6]2[O:8][N:16]=[C:13]([CH2:12][Cl:11])[N:14]=2)=[CH:9][CH:10]=1, predict the reactants needed to synthesize it. The reactants are: [Br:1][C:2]1[CH:10]=[CH:9][C:5]([C:6]([OH:8])=O)=[CH:4][CH:3]=1.[Cl:11][CH2:12][C:13](=[NH:16])[NH:14]O.C([O-])([O-])=O.[K+].[K+].O. (3) The reactants are: [CH2:1]([O:8][C:9]([NH:11][C@H:12]1[CH2:15][C@@H:14]([C:16]([OH:18])=O)[C:13]1([CH3:20])[CH3:19])=[O:10])[C:2]1[CH:7]=[CH:6][CH:5]=[CH:4][CH:3]=1.[CH:21]1[CH:22]=[CH:23][C:24]2N(O)N=[N:27][C:25]=2C=1.C(C1CCN([C:39]([O-:41])=[O:40])CC1)C.[CH3:42][CH2:43]N(CC)CC. Given the product [CH2:1]([O:8][C:9]([NH:11][C@H:12]1[CH2:15][C@@H:14]([C:16]([N:27]2[CH2:21][CH2:22][CH:23]([C:39]([O:41][CH2:42][CH3:43])=[O:40])[CH2:24][CH2:25]2)=[O:18])[C:13]1([CH3:20])[CH3:19])=[O:10])[C:2]1[CH:3]=[CH:4][CH:5]=[CH:6][CH:7]=1, predict the reactants needed to synthesize it. (4) Given the product [CH:38]1[C:39]2[C:34](=[CH:33][CH:32]=[CH:31][CH:30]=2)[CH:35]=[CH:36][C:37]=1[C:2]1[C:6]2=[N:7][CH:8]=[CH:9][CH:10]=[C:5]2[N:4]([C:11]([C:24]2[CH:29]=[CH:28][CH:27]=[CH:26][CH:25]=2)([C:18]2[CH:23]=[CH:22][CH:21]=[CH:20][CH:19]=2)[C:12]2[CH:17]=[CH:16][CH:15]=[CH:14][CH:13]=2)[N:3]=1, predict the reactants needed to synthesize it. The reactants are: I[C:2]1[C:6]2=[N:7][CH:8]=[CH:9][CH:10]=[C:5]2[N:4]([C:11]([C:24]2[CH:29]=[CH:28][CH:27]=[CH:26][CH:25]=2)([C:18]2[CH:23]=[CH:22][CH:21]=[CH:20][CH:19]=2)[C:12]2[CH:17]=[CH:16][CH:15]=[CH:14][CH:13]=2)[N:3]=1.[CH:30]1[C:39]2[C:34](=[CH:35][CH:36]=[CH:37][CH:38]=2)[CH:33]=[CH:32][C:31]=1B(O)O. (5) The reactants are: I.[CH3:2][S:3][C:4]1[NH:5][CH2:6][CH2:7][N:8]=1.[C:9]([O:13][C:14](O[C:14]([O:13][C:9]([CH3:12])([CH3:11])[CH3:10])=[O:15])=[O:15])([CH3:12])([CH3:11])[CH3:10].CCN(CC)CC. Given the product [C:9]([O:13][C:14]([N:8]1[CH2:7][CH2:6][N:5]=[C:4]1[S:3][CH3:2])=[O:15])([CH3:12])([CH3:11])[CH3:10], predict the reactants needed to synthesize it. (6) Given the product [C:19]([O:18][C:16](=[O:17])[NH:1][C:4]1[C:12]2[C:7](=[CH:8][CH:9]=[CH:10][CH:11]=2)[N:6]([C:13](=[O:15])[CH3:14])[CH:5]=1)([CH3:22])([CH3:21])[CH3:20], predict the reactants needed to synthesize it. The reactants are: [N+:1]([C:4]1[C:12]2[C:7](=[CH:8][CH:9]=[CH:10][CH:11]=2)[N:6]([C:13](=[O:15])[CH3:14])[CH:5]=1)([O-])=O.[C:16](O[C:16]([O:18][C:19]([CH3:22])([CH3:21])[CH3:20])=[O:17])([O:18][C:19]([CH3:22])([CH3:21])[CH3:20])=[O:17].